From a dataset of Drug-target binding data from BindingDB using IC50 measurements. Regression. Given a target protein amino acid sequence and a drug SMILES string, predict the binding affinity score between them. We predict pIC50 (pIC50 = -log10(IC50 in M); higher means more potent). Dataset: bindingdb_ic50. (1) The pIC50 is 6.5. The drug is C[C@H](CCC(=O)NCC(=O)O)C1CCC2C3CCC4Cc5nn(Cc6cccc(O)c6)cc5C[C@]4(C)C3CC[C@@]21C. The target protein (Q14973) has sequence MEAHNASAPFNFTLPPNFGKRPTDLALSVILVFMLFFIMLSLGCTMEFSKIKAHLWKPKGLAIALVAQYGIMPLTAFVLGKVFRLKNIEALAILVCGCSPGGNLSNVFSLAMKGDMNLSIVMTTCSTFCALGMMPLLLYIYSRGIYDGDLKDKVPYKGIVISLVLVLIPCTIGIVLKSKRPQYMRYVIKGGMIIILLCSVAVTVLSAINVGKSIMFAMTPLLIATSSLMPFIGFLLGYVLSALFCLNGRCRRTVSMETGCQNVQLCSTILNVAFPPEVIGPLFFFPLLYMIFQLGEGLLLIAIFWCYEKFKTPKDKTKMIYTAATTEETIPGALGNGTYKGEDCSPCTA. (2) The drug is CCOc1ccc2cc(-c3nn(C4CCOC4)c(N)c3C(N)=O)cnc2c1. The pIC50 is 7.7. The target protein sequence is MGQQESTLGGAAGEPRSRGHAAGTSGGPGDHLHATPGMFVQHSTAIFSDRYKGQRVLGKGSFGEVILCKDKITGQECAVKVISKRQVKQKTDKESLLREVQLLKQLDHPNIMKLYEFFEDKGYFYLVGEVYTGGELFDEIISRKRFSEVDAARIIRQVLSGITYMHKNKIVHRDLKPENLLLESKSKDANIRIIDFGLSTHFEASKKMKDKIGTAYYIAPEVLHGTYDEKCDVWSTGVILYILLSGCPPFNGANEYDILKKVEKGKYTFELPQWKKVSESAKDLIRKMLTYVPSMRISARDALDHEWIQTYTKEQISVDVPSLDNAILNIRQFQGTQKLAQAALLYMGSKLTSQDETKELTAIFHKMDKNGDGQLDRAELIEGYKELMRMKGQDASMLDASAVEHEVDQVLDAVDFDKNGYIEYSEFVTVAMDRKTLLSRERLERAFRMFDSDNSGKISSTELATIFGVSDVDSETWKSVLSEVDKNNDGEVDFDEFQQM.... (3) The drug is CN[C@@H](C)C(=O)N[C@H](C(=O)N1Cc2ccccc2[C@H]1C(=O)Nc1ccccc1Cl)C(C)C. The target protein sequence is MRHHHHHHRDHFALDRPSETHADYLLRTGQVVDISDTIYPRNPAMYSEEARLKSFQNWPDYAHLTPRELASAGLYYTGIGDQVQCFACGGKLKNWEPGDRAWSEHRRHFPNCFFVLGRNLNIRSE. The pIC50 is 7.7. (4) The drug is CCCCCCCCOCCCCCN1C[C@H](O)[C@@H](O)[C@H](O)[C@H]1CO. The target protein sequence is MAKKKFSGLEISLIVLFIIVTIIAIALVVVLATKVPAVEEVKSPTSTPSPGRCPPEQGEPLNERINCIPEQHPTKAKCEERGCCWRPWNNTIIPWCFFADNHGYTAASVTNDNSGLKATLSRIPSPTLFGEDIKSVLLTTQSQTRNRFRFKLTDPNNKRYEVPHQFVKDGNGIPAADTLYDVKVSENPFSIKVIRKSNNKVLFDTSIGPLVYSNQYLQISTRLPSEYIYGFGEHIHKRFRHDLYWKTWPIFTRDEIPGDNNHNLYGHQTFFMGIEDNSGKSYGVFLMNSNAMEVFIQPTPIITYRVTGGVLDFYIFLGDTPEQVVQQYQELIGRPAMPAYWNLGFQLSRWNYVSLDKVKEVVRRNREAGIPYDAQVTDIDYMEDKKDFTYDEVAFKGLPEFAQDLHNHGQKYIIILDPAISINKRANGAEYQTYVRGNEQNVWVKESDGTTSLIGEVWPGLTVYPDFTNPRTWEWWANECNLFHQQVEYDGLWIDMNEVS.... The pIC50 is 6.0. (5) The small molecule is CCCCC(Oc1cc(O)c(C(=O)O)cc1C#Cc1ccccc1OC(F)(F)F)C(=O)NC1CCCCC1. The target protein (Q9BVJ7) has sequence MGVQPPNFSWVLPGRLAGLALPRLPAHYQFLLDLGVRHLVSLTERGPPHSDSCPGLTLHRLRIPDFCPPAPDQIDRFVQIVDEANARGEAVGVHCALGFGRTGTMLACYLVKERGLAAGDAIAEIRRLRPGSIETYEQEKAVFQFYQRTK. The pIC50 is 4.9. (6) The compound is COc1ccc(CC2=NN3C(=NN(C(C)=O)C34C(=O)N(C(C)=O)c3ccccc34)N(N(C(C)=O)C(C)=O)C2=O)cc1. The target protein (P00185) has sequence MPSVYGFPAFTSATELLLAVTTFCLGFWVVRVTRTWVPKGLKSPPGPWGLPFIGHVLTLGKNPHLSLTKLSQQYGDVLQIRIGSTPVVVLSGLNTIKQALVKQGDDFKGRPDLYSFTLIANGQSMTFNPDSGPLWAARRRLAQNALKSFSIASDPTLASSCYLEEHVSKEAEYLISKFQKLMAEVGHFDPFKYLVVSVANVICAICFGRRYDHDDQELLSIVNLSNEFGEVTGSGYPADFIPILRYLPNSSLDAFKDLNKKFYSFMKKLIKEHYRTFEKGHIRDITDSLIEHCQDRRLDENANVQLSDDKVITIVFDLFGAGFDTITTAISWSLMYLVTNPRIQRKIQEELDTVIGRDRQPRLSDRPQLPYLEAFILETFRHSSFVPFTIPHSTIRDTSLNGFYIPKGHCVFVNQWQVNHDQELWGDPNEFRPERFLTSSGTLDKHLSEKVILFGLGKRKCIGETIGRLEVFLFLAILLQQMEFNVSPGEKVDMTPAYGL.... The pIC50 is 7.2. (7) The drug is O=c1ccc2c(ccc3ccccc32)o1. The target protein (P06700) has sequence MTIPHMKYAVSKTSENKVSNTVSPTQDKDAIRKQPDDIINNDEPSHKKIKVAQPDSLRETNTTDPLGHTKAALGEVASMELKPTNDMDPLAVSAASVVSMSNDVLKPETPKGPIIISKNPSNGIFYGPSFTKRESLNARMFLKYYGAHKFLDTYLPEDLNSLYIYYLIKLLGFEVKDQALIGTINSIVHINSQERVQDLGSAISVTNVEDPLAKKQTVRLIKDLQRAINKVLCTRLRLSNFFTIDHFIQKLHTARKILVLTGAGVSTSLGIPDFRSSEGFYSKIKHLGLDDPQDVFNYNIFMHDPSVFYNIANMVLPPEKIYSPLHSFIKMLQMKGKLLRNYTQNIDNLESYAGISTDKLVQCHGSFATATCVTCHWNLPGERIFNKIRNLELPLCPYCYKKRREYFPEGYNNKVGVAASQGSMSERPPYILNSYGVLKPDITFFGEALPNKFHKSIREDILECDLLICIGTSLKVAPVSEIVNMVPSHVPQVLINRDPV.... The pIC50 is 4.1. (8) The small molecule is C=CCOC(=O)C1=C(C)N=C(C)C(C(=O)OC)C1c1cccc([N+](=O)[O-])c1. The target protein (P27732) has sequence MMMMMMMKKMQHQRQQQEDHANEANYARGTRLPISGEGPTSQPNSSKQTVLSWQAAIDAARQAKAAQTMSTSAPPPVGSLSQRKRQQYAKSKKQGNSSNSRPARALFCLSLNNPIRRACISIVDWKPFDIFILLAIFANCVALAIYIPFPEDDSNSTNHNLEKVEYAFLIIFTVETFLKIIASGLLLHPNASVRNGWNLLDFVIVIVGLFSVILEQLTKETEGGNHSSGKSGGFDVKALRAFRVLRPLRLVSGVPSLQVVLNSIIKAMVPLLHIALLVLFVIIIYAIIGLELFIGKMHKTCFFADSDIVAEEDPAPCAFSGNGRQCAANGTECRSGWVGPNGGITNFDNFAFAMLTVFQCITMEGWTDVLYWVNDAIGWEWPWVYFVSLIILGSFFVLNLVLGVLSGEFSKEREKAKARGDFQKLREKQQLEEDLKGYLDWITQAEDIDPENEEEGGEEGKRNTSMPTSETESVNTENVSGEGETQGCCGSLWCWWKRRG.... The pIC50 is 7.8. (9) The small molecule is Cc1cc(C)n2nc(S(=O)(=O)Nc3c(Cl)ccc4cccnc34)nc2n1. The target protein (P09114) has sequence MAAAAAAPSPSFSKTLSSSSSKSSTLLPRSTFPFPHHPHKTTPPPLHLTPTHIHSQRRRFTISNVISTTQKVSETQKAETFVSRFAPDEPRKGSDVLVEALEREGVTDVFAYPGGASMEIHQALTRSSIIRNVLPRHEQGGVFAAEGYARATGFPGVCIATSGPGATNLVSGLADALLDSVPIVAITGQVPRRMIGTDAFQETPIVEVTRSITKHNYLVMDVEDIPRVVREAFFLARSGRPGPVLIDVPKDIQQQLVIPDWDQPMRLPGYMSRLPKLPNEMLLEQIVRLISESKKPVLYVGGGCSQSSEELRRFVELTGIPVASTLMGLGAFPTGDELSLSMLGMHGTVYANYAVDSSDLLLAFGVRFDDRVTGKLEAFASRAKIVHIDIDSAEIGKNKQPHVSICADIKLALQGLNSILESKEGKLKLDFSAWRQELTVQKVKYPLNFKTFGDAIPPQYAIQVLDELTNGSAIISTGVGQHQMWAAQYYKYRKPRQWLT.... The pIC50 is 8.0. (10) The drug is CN(Cc1cc2ccccc2n1C)C(=O)/C=C/c1cnc2c(c1)CCCN2. The target protein (P44432) has sequence MGFLTGKRILVTGLASNRSIAYGIAKSMKEQGAELAFTYLNDKLQPRVEEFAKEFGSDIVLPLDVATDESIQNCFAELSKRWDKFDGFIHAIAFAPGDQLDGDYVNAATREGYRIAHDISAYSFVAMAQAARPYLNPNAALLTLSYLGAERAIPNYNVMCLAKASLEAATRVMAADLGKEGIRVNAISAGPIRTLAASGIKNFKKMLSTFEKTAALRRTVTIEDVGNSAAFLCSDLASGITGEIVHVDAGFSITAMGELGEE. The pIC50 is 5.6.